From a dataset of Catalyst prediction with 721,799 reactions and 888 catalyst types from USPTO. Predict which catalyst facilitates the given reaction. (1) Product: [C:7]([CH:9]=[C:19]1[CH2:24][CH2:23][N:22]([C:25]([O:27][C:28]([CH3:31])([CH3:30])[CH3:29])=[O:26])[CH2:21][CH2:20]1)#[N:8]. Reactant: CC(C)([O-])C.[K+].[C:7]([CH2:9]P(=O)(OCC)OCC)#[N:8].O=[C:19]1[CH2:24][CH2:23][N:22]([C:25]([O:27][C:28]([CH3:31])([CH3:30])[CH3:29])=[O:26])[CH2:21][CH2:20]1. The catalyst class is: 1. (2) Reactant: C([SiH](CC)CC)C.O=[C:9]([C:15]1[C:19]2=[N:20][CH:21]=[CH:22][CH:23]=[C:18]2[NH:17][CH:16]=1)[C:10]([O:12][CH2:13][CH3:14])=[O:11]. Product: [NH:17]1[C:18]2[C:19](=[N:20][CH:21]=[CH:22][CH:23]=2)[C:15]([CH2:9][C:10]([O:12][CH2:13][CH3:14])=[O:11])=[CH:16]1. The catalyst class is: 55. (3) Reactant: [CH3:1][CH:2]1[CH:7]([CH3:8])[CH2:6][CH2:5][CH:4]([CH3:9])[CH:3]1[OH:10].[N:11]1[CH:16]=[CH:15]C=[CH:13][CH:12]=1.Cl[C:18](Cl)([O:20]C(=O)OC(Cl)(Cl)Cl)Cl.C(NCC)C. Product: [CH3:1][CH:2]1[CH:7]([CH3:8])[CH2:6][CH2:5][CH:4]([CH3:9])[CH:3]1[O:10][C:18](=[O:20])[N:11]([CH2:12][CH3:13])[CH2:16][CH3:15]. The catalyst class is: 4.